This data is from Peptide-MHC class II binding affinity with 134,281 pairs from IEDB. The task is: Regression. Given a peptide amino acid sequence and an MHC pseudo amino acid sequence, predict their binding affinity value. This is MHC class II binding data. The peptide sequence is LASFTPVIQDQDLEM. The MHC is DRB3_0101 with pseudo-sequence DRB3_0101. The binding affinity (normalized) is 0.169.